From a dataset of Forward reaction prediction with 1.9M reactions from USPTO patents (1976-2016). Predict the product of the given reaction. Given the reactants [Cl:1][C:2]1[C:3]([N:12]2[CH2:17][CH2:16][CH:15]([NH:18][C:19]3[C:20](=O)[N:21]([CH:32]([CH3:34])[CH3:33])[S:22](=[O:31])(=[O:30])[C:23]=3[C:24]3[CH:29]=[CH:28][CH:27]=[CH:26][CH:25]=3)[CH2:14][CH2:13]2)=[N:4][CH:5]=[C:6]([C:8]([F:11])([F:10])[F:9])[CH:7]=1.COC1C=CC(P2(=S)SP(=S)(C3C=CC(OC)=CC=3)[S:45]2)=CC=1, predict the reaction product. The product is: [Cl:1][C:2]1[C:3]([N:12]2[CH2:17][CH2:16][CH:15]([NH:18][C:19]3[C:20](=[S:45])[N:21]([CH:32]([CH3:34])[CH3:33])[S:22](=[O:31])(=[O:30])[C:23]=3[C:24]3[CH:29]=[CH:28][CH:27]=[CH:26][CH:25]=3)[CH2:14][CH2:13]2)=[N:4][CH:5]=[C:6]([C:8]([F:11])([F:10])[F:9])[CH:7]=1.